This data is from Full USPTO retrosynthesis dataset with 1.9M reactions from patents (1976-2016). The task is: Predict the reactants needed to synthesize the given product. (1) Given the product [C:6]([C:7]1[CH:12]=[C:11]([CH:13]2[CH2:14][CH2:15]2)[CH:10]=[CH:9][C:8]=1[O:16][CH2:19][C:20]([NH2:22])=[O:21])#[N:5], predict the reactants needed to synthesize it. The reactants are: C([NH:5][C:6](=O)[C:7]1[CH:12]=[C:11]([CH:13]2[CH2:15][CH2:14]2)[CH:10]=[CH:9][C:8]=1[OH:16])(C)(C)C.Br[CH2:19][C:20]([NH2:22])=[O:21].C(=O)([O-])[O-].[K+].[K+].CC(C)=O. (2) Given the product [CH3:1][O:2][C:3](=[O:16])[C@@H:4]([NH:8][C:9]([O:11][C:12]([CH3:15])([CH3:14])[CH3:13])=[O:10])[CH2:5][CH2:6][I:18], predict the reactants needed to synthesize it. The reactants are: [CH3:1][O:2][C:3](=[O:16])[C@@H:4]([NH:8][C:9]([O:11][C:12]([CH3:15])([CH3:14])[CH3:13])=[O:10])[CH2:5][CH2:6]Br.[Na+].[I-:18]. (3) The reactants are: C([SiH](CC)CC)C.O[CH:9]([C:16]1[S:30][C:19]2[C:20]([CH2:26][CH:27]([CH3:29])[CH3:28])=[N:21][N:22]([CH3:25])[C:23](=[O:24])[C:18]=2[CH:17]=1)[C:10]1[CH:15]=[CH:14][CH:13]=[CH:12][CH:11]=1.C(=O)([O-])O.[Na+]. Given the product [CH3:25][N:22]1[C:23](=[O:24])[C:18]2[CH:17]=[C:16]([CH2:9][C:10]3[CH:15]=[CH:14][CH:13]=[CH:12][CH:11]=3)[S:30][C:19]=2[C:20]([CH2:26][CH:27]([CH3:29])[CH3:28])=[N:21]1, predict the reactants needed to synthesize it. (4) Given the product [NH2:9][C:10]1([CH3:30])[CH2:15][CH2:14][N:13]([C:16]2[CH:17]=[C:18]([CH:26]=[CH:27][N:28]=2)[C:19]([O:21][C:22]([CH3:25])([CH3:23])[CH3:24])=[O:20])[CH2:12][CH2:11]1, predict the reactants needed to synthesize it. The reactants are: [O-]P([O-])([O-])=O.[K+].[K+].[K+].[NH2:9][C:10]1([CH3:30])[CH2:15][CH2:14][N:13]([C:16]2[CH:17]=[C:18]([CH:26]=[C:27](Cl)[N:28]=2)[C:19]([O:21][C:22]([CH3:25])([CH3:24])[CH3:23])=[O:20])[CH2:12][CH2:11]1. (5) Given the product [F:1][C:2]1[CH:3]=[C:4]([C:8]2[N:13]=[CH:12][C:11]([C:14]([N:16]([CH3:38])[C:17]3[CH:22]=[CH:21][C:20]([CH2:23][N:24]4[CH2:29][CH2:28][NH:27][C@@H:26]([CH3:37])[CH2:25]4)=[CH:19][CH:18]=3)=[O:15])=[CH:10][CH:9]=2)[CH:5]=[CH:6][CH:7]=1, predict the reactants needed to synthesize it. The reactants are: [F:1][C:2]1[CH:3]=[C:4]([C:8]2[N:13]=[CH:12][C:11]([C:14]([N:16]([CH3:38])[C:17]3[CH:22]=[CH:21][C:20]([CH2:23][N:24]4[CH2:29][CH2:28][N:27](C(OC(C)(C)C)=O)[C@@H:26]([CH3:37])[CH2:25]4)=[CH:19][CH:18]=3)=[O:15])=[CH:10][CH:9]=2)[CH:5]=[CH:6][CH:7]=1.C(O)(C(F)(F)F)=O. (6) Given the product [OH:4][C@H:5]1[CH:22]=[CH:21][C@@:20]2([CH3:23])[C:7](=[CH:8][CH2:9][C@@H:10]3[C@@H:19]2[CH2:18][CH2:17][C@@:15]2([CH3:16])[C@H:11]3[CH2:12][CH2:13][C:14]2=[O:24])[CH2:6]1, predict the reactants needed to synthesize it. The reactants are: C([O:4][C@H:5]1[CH:22]=[CH:21][C@@:20]2([CH3:23])[C:7](=[CH:8][CH2:9][C@@H:10]3[C@@H:19]2[CH2:18][CH2:17][C@@:15]2([CH3:16])[C@H:11]3[CH2:12][CH2:13][C:14]2=[O:24])[CH2:6]1)(=O)C.C(=O)([O-])[O-].[K+].[K+].